The task is: Predict the reactants needed to synthesize the given product.. This data is from Full USPTO retrosynthesis dataset with 1.9M reactions from patents (1976-2016). (1) Given the product [OH:10][B:7]1[C:6]2[CH:11]=[C:2]([NH:1][S:20]([C:23]3[CH:28]=[CH:27][C:26]([NH:29][C:30](=[O:35])[C:31]([F:32])([F:33])[F:34])=[CH:25][C:24]=3[CH2:36][C:37]([O:39][CH3:40])=[O:38])(=[O:21])=[O:22])[CH:3]=[CH:4][C:5]=2[CH2:9][O:8]1, predict the reactants needed to synthesize it. The reactants are: [NH2:1][C:2]1[CH:3]=[CH:4][C:5]2[CH2:9][O:8][B:7]([OH:10])[C:6]=2[CH:11]=1.CN1CCOCC1.Cl[S:20]([C:23]1[CH:28]=[CH:27][C:26]([NH:29][C:30](=[O:35])[C:31]([F:34])([F:33])[F:32])=[CH:25][C:24]=1[CH2:36][C:37]([O:39][CH3:40])=[O:38])(=[O:22])=[O:21]. (2) Given the product [CH3:23][C:18]1([CH3:24])[C:19]([CH3:22])([CH3:21])[O:20][B:16]([C:2]2[CH:3]=[C:4]3[C:8](=[CH:9][CH:10]=2)[CH2:7][CH:6]([C:11]([O:13][CH2:14][CH3:15])=[O:12])[CH2:5]3)[O:17]1, predict the reactants needed to synthesize it. The reactants are: Br[C:2]1[CH:3]=[C:4]2[C:8](=[CH:9][CH:10]=1)[CH2:7][CH:6]([C:11]([O:13][CH2:14][CH3:15])=[O:12])[CH2:5]2.[B:16]1([B:16]2[O:20][C:19]([CH3:22])([CH3:21])[C:18]([CH3:24])([CH3:23])[O:17]2)[O:20][C:19]([CH3:22])([CH3:21])[C:18]([CH3:24])([CH3:23])[O:17]1.CC(O[K])=O. (3) Given the product [C:1]1([N:7]2[CH:11]=[C:10]([C:12]([NH:14][CH2:15][CH2:16][NH:17][C:18]([CH:20]3[CH2:25][CH2:24][CH2:23][N:22]([CH2:30][CH2:31][CH3:32])[CH2:21]3)=[O:19])=[O:13])[C:9]([C:26]([F:28])([F:29])[F:27])=[N:8]2)[CH:2]=[CH:3][CH:4]=[CH:5][CH:6]=1, predict the reactants needed to synthesize it. The reactants are: [C:1]1([N:7]2[CH:11]=[C:10]([C:12]([NH:14][CH2:15][CH2:16][NH:17][C:18]([CH:20]3[CH2:25][CH2:24][CH2:23][NH:22][CH2:21]3)=[O:19])=[O:13])[C:9]([C:26]([F:29])([F:28])[F:27])=[N:8]2)[CH:6]=[CH:5][CH:4]=[CH:3][CH:2]=1.[CH:30](=O)[CH2:31][CH3:32].C(O[BH-](OC(=O)C)OC(=O)C)(=O)C.[Na+].[OH-].[Na+]. (4) Given the product [Br:1][C:2]1[CH:3]=[C:4]2[C:9](=[CH:10][CH:11]=1)[N:8]=[C:7]([NH:12][C:13]([CH3:16])([CH3:14])[CH3:15])[C:6](/[CH:17]=[C:18](\[CH3:24])/[C:19]([OH:21])=[O:20])=[CH:5]2, predict the reactants needed to synthesize it. The reactants are: [Br:1][C:2]1[CH:3]=[C:4]2[C:9](=[CH:10][CH:11]=1)[N:8]=[C:7]([NH:12][C:13]([CH3:16])([CH3:15])[CH3:14])[C:6](/[CH:17]=[C:18](\[CH3:24])/[C:19]([O:21]CC)=[O:20])=[CH:5]2.[OH-].[Na+]. (5) Given the product [CH:4]([N:5]1[C:1]([C:4]2[N:5]=[C:6]3[C:12]4[CH:13]=[CH:14][C:15]([C:17]([O:19][CH3:20])=[O:18])=[CH:16][C:11]=4[O:10][CH2:9][CH2:8][N:7]3[CH:21]=2)=[N:2][CH:27]=[N:25]1)([CH3:21])[CH3:1], predict the reactants needed to synthesize it. The reactants are: [C:1]([C:4]1[N:5]=[C:6]2[C:12]3[CH:13]=[CH:14][C:15]([C:17]([O:19][CH3:20])=[O:18])=[CH:16][C:11]=3[O:10][CH2:9][CH2:8][N:7]2[CH:21]=1)(=O)[NH2:2].COC(OC)[N:25]([CH3:27])C. (6) Given the product [Cl:57][C:8]1[CH:16]=[CH:15][CH:14]=[CH:13][C:9]=1[C:10]([N:54]1[CH2:55][CH2:56][N:51]([C:49]2[CH:48]=[CH:47][C:44]3[CH2:45][CH2:46][N:40]([CH:36]4[CH2:39][CH2:38][CH2:37]4)[CH2:41][CH2:42][C:43]=3[CH:50]=2)[CH2:52][CH2:53]1)=[O:11], predict the reactants needed to synthesize it. The reactants are: ClC1C=CC=CC=1[C:8]1[CH:16]=[CH:15][CH:14]=[CH:13][C:9]=1[C:10](O)=[O:11].N1(O)C2C=CC=CC=2N=N1.C1(N=C=N)CCCCC1.[CH:36]1([N:40]2[CH2:46][CH2:45][C:44]3[CH:47]=[CH:48][C:49]([N:51]4[CH2:56][CH2:55][NH:54][CH2:53][CH2:52]4)=[CH:50][C:43]=3[CH2:42][CH2:41]2)[CH2:39][CH2:38][CH2:37]1.[Cl:57]CCl. (7) Given the product [C:37]([N:50]1[CH2:51][CH2:52][CH2:53][C@@H:48]([N:47]2[C:43]([NH2:42])=[C:44]([C:71]([NH2:73])=[O:72])[C:45]([C:54]3[CH:59]=[CH:58][C:57]([O:60][C:61]4[CH:66]=[CH:65][CH:64]=[C:63]([C:67]([F:70])([F:69])[F:68])[N:62]=4)=[CH:56][CH:55]=3)=[N:46]2)[CH2:49]1)(=[O:40])[CH:38]=[CH2:39], predict the reactants needed to synthesize it. The reactants are: F[P-](F)(F)(F)(F)F.N1(O[P+](N(C)C)(N(C)C)N(C)C)C2C=CC=CC=2N=N1.C(N(CC)C(C)C)(C)C.[C:37](O)(=[O:40])[CH:38]=[CH2:39].[NH2:42][C:43]1[N:47]([C@@H:48]2[CH2:53][CH2:52][CH2:51][NH:50][CH2:49]2)[N:46]=[C:45]([C:54]2[CH:59]=[CH:58][C:57]([O:60][C:61]3[CH:66]=[CH:65][CH:64]=[C:63]([C:67]([F:70])([F:69])[F:68])[N:62]=3)=[CH:56][CH:55]=2)[C:44]=1[C:71]([NH2:73])=[O:72]. (8) Given the product [Cl:41][C:39]1[C:38]2[C:34](=[CH:35][C:36](=[O:42])[N:37]=2)[CH:33]=[C:32]([C@H:30]([OH:31])[CH2:29][Cl:28])[CH:40]=1, predict the reactants needed to synthesize it. The reactants are: B1(C)OC(C2C=CC=CC=2)(C2C=CC=CC=2)[C@H]2N1CCC2.B.C1COCC1.[Cl:28][CH2:29][C:30]([C:32]1[CH:33]=[C:34]2[C:38](=[C:39]([Cl:41])[CH:40]=1)[NH:37][C:36](=[O:42])[CH2:35]2)=[O:31]. (9) The reactants are: [H-].[H-].[H-].[H-].[Li+].[Al+3].C[O:8][C:9]([C:11]1[CH:12]=[CH:13][CH:14]=[C:15]2[C:20]=1[CH2:19][N:18]([CH2:21][CH:22]1[O:27][C:26]3[CH:28]=[CH:29][CH:30]=[CH:31][C:25]=3[O:24][CH2:23]1)[CH2:17][CH2:16]2)=O.O. Given the product [O:27]1[C:26]2[CH:28]=[CH:29][CH:30]=[CH:31][C:25]=2[O:24][CH2:23][CH:22]1[CH2:21][N:18]1[CH2:17][CH2:16][C:15]2[C:20](=[C:11]([CH2:9][OH:8])[CH:12]=[CH:13][CH:14]=2)[CH2:19]1, predict the reactants needed to synthesize it. (10) Given the product [F:24][C:25]1[CH:30]=[CH:29][CH:28]=[C:27]([F:31])[C:26]=1[C:32]1[N:34]=[C:20]([CH:8]2[CH2:9][CH:10]([C:12]3[CH:13]=[CH:14][C:15]([CH2:18][CH3:19])=[CH:16][CH:17]=3)[CH2:11][N:6]([C:4]([N:3]([CH2:1][CH3:2])[CH3:23])=[O:5])[CH2:7]2)[O:22][N:33]=1, predict the reactants needed to synthesize it. The reactants are: [CH2:1]([N:3]([CH3:23])[C:4]([N:6]1[CH2:11][CH:10]([C:12]2[CH:17]=[CH:16][C:15]([CH2:18][CH3:19])=[CH:14][CH:13]=2)[CH2:9][CH:8]([C:20]([OH:22])=O)[CH2:7]1)=[O:5])[CH3:2].[F:24][C:25]1[CH:30]=[CH:29][CH:28]=[C:27]([F:31])[C:26]=1[C:32](=[N:34]O)[NH2:33].